From a dataset of Full USPTO retrosynthesis dataset with 1.9M reactions from patents (1976-2016). Predict the reactants needed to synthesize the given product. (1) Given the product [CH:3]1([C@H:6]([NH:14][C:15]([C:17]2[C:26]3[C:21](=[C:22]([F:27])[CH:23]=[CH:24][CH:25]=3)[C:20](=[O:28])[N:19]([CH2:29][CH2:30][CH3:31])[C:18]=2[CH2:32][Br:1])=[O:16])[C:7]2[CH:12]=[CH:11][CH:10]=[C:9]([F:13])[CH:8]=2)[CH2:5][CH2:4]1, predict the reactants needed to synthesize it. The reactants are: [Br:1]Br.[CH:3]1([C@H:6]([NH:14][C:15]([C:17]2[C:26]3[C:21](=[C:22]([F:27])[CH:23]=[CH:24][CH:25]=3)[C:20](=[O:28])[N:19]([CH2:29][CH2:30][CH3:31])[C:18]=2[CH3:32])=[O:16])[C:7]2[CH:12]=[CH:11][CH:10]=[C:9]([F:13])[CH:8]=2)[CH2:5][CH2:4]1. (2) Given the product [Cl:1][C:2]1[C:7](=[O:8])[N:6]([CH3:9])[CH:5]=[C:4]([N:10]2[CH:11]([C:27]3[CH:32]=[CH:31][C:30]([Cl:33])=[CH:29][CH:28]=3)[C:12]3[C:13](=[N:14][N:15]([CH:21]4[CH2:22][CH2:23]4)[C:16]=3[C:17]([F:20])([F:18])[F:19])[C:24]2=[O:25])[CH:3]=1, predict the reactants needed to synthesize it. The reactants are: [Cl:1][C:2]1[C:7](=[O:8])[N:6]([CH3:9])[CH:5]=[C:4]([NH:10][CH:11]([C:27]2[CH:32]=[CH:31][C:30]([Cl:33])=[CH:29][CH:28]=2)[C:12]2[C:13]([C:24](O)=[O:25])=[N:14][N:15]([CH:21]3[CH2:23][CH2:22]3)[C:16]=2[C:17]([F:20])([F:19])[F:18])[CH:3]=1. (3) Given the product [CH3:8][C:9]1[S:13][C:12]2=[N:14][C:15]([CH2:17][C:18]([O:20][CH2:21][CH3:22])=[O:19])=[CH:16][N:11]2[CH:10]=1, predict the reactants needed to synthesize it. The reactants are: C([O-])([O-])=O.[K+].[K+].Br.[CH3:8][C:9]1[S:13][C:12]2=[N:14][C:15]([CH2:17][C:18]([O:20][CH2:21][CH3:22])=[O:19])=[CH:16][N:11]2[CH:10]=1.